Dataset: Reaction yield outcomes from USPTO patents with 853,638 reactions. Task: Predict the reaction yield, written as a fraction of the theoretical maximum amount of product (1.0 means a 100% yield; for example, 0.34 means a 34% yield). The reactants are [CH2:1]([N:3]([CH2:20][CH3:21])[CH2:4][CH2:5][NH:6]C(C1C=CC2C(=CC=C(I)C=2)C=1)=O)[CH3:2].[I:22][C:23]1[CH:24]=[C:25]2[C:34](=[CH:35][CH:36]=1)[CH:33]=[C:32]1[C:27]([C:28]([C:37]([O:39]C)=O)=[CH:29][CH:30]=[CH:31]1)=[N:26]2.[K+].[Br-].C(N(CC)CCNC(C1NC2C(C=1)=CC(I)=CC=2)=O)C.IC1C=CC=C2C=1N=C1C(=C2)C=CC=C1C(OC)=O.C(N(CC)CCNC(C1N=C2C=CC=CN2C=1I)=O)C. The catalyst is ClCCl.C(O)C. The product is [CH2:1]([N:3]([CH2:20][CH3:21])[CH2:4][CH2:5][NH:6][C:37]([C:28]1[C:27]2[C:32](=[CH:33][C:34]3[C:25]([N:26]=2)=[CH:24][C:23]([I:22])=[CH:36][CH:35]=3)[CH:31]=[CH:30][CH:29]=1)=[O:39])[CH3:2]. The yield is 0.520.